Dataset: Full USPTO retrosynthesis dataset with 1.9M reactions from patents (1976-2016). Task: Predict the reactants needed to synthesize the given product. (1) Given the product [Br:1][C:2]1[CH:11]=[CH:10][C:5]([C:6]([O:8][CH3:9])=[O:7])=[CH:4][C:3]=1[O:12][CH2:14][C:15]([N:17]1[CH2:22][CH2:21][O:20][CH2:19][CH2:18]1)=[O:16], predict the reactants needed to synthesize it. The reactants are: [Br:1][C:2]1[CH:11]=[CH:10][C:5]([C:6]([O:8][CH3:9])=[O:7])=[CH:4][C:3]=1[OH:12].Br[CH2:14][C:15]([N:17]1[CH2:22][CH2:21][O:20][CH2:19][CH2:18]1)=[O:16].[H-].[Na+]. (2) The reactants are: [NH:1]1[CH2:6][CH2:5][NH:4][CH2:3][CH2:2]1.CO.CS(O[C@H:14]1[CH2:19][CH2:18][C@H:17]([CH3:20])[CH2:16][CH2:15]1)(=O)=O. Given the product [CH3:20][C@@H:17]1[CH2:18][CH2:19][C@H:14]([N:1]2[CH2:6][CH2:5][NH:4][CH2:3][CH2:2]2)[CH2:15][CH2:16]1, predict the reactants needed to synthesize it. (3) Given the product [C:3]([O:7][C:8](=[O:20])[NH:9][CH2:10][C:11]1[CH:16]=[C:15]([I:1])[C:14]([NH2:17])=[CH:13][C:12]=1[O:18][CH3:19])([CH3:6])([CH3:5])[CH3:4], predict the reactants needed to synthesize it. The reactants are: [I:1]I.[C:3]([O:7][C:8](=[O:20])[NH:9][CH2:10][C:11]1[CH:16]=[CH:15][C:14]([NH2:17])=[CH:13][C:12]=1[O:18][CH3:19])([CH3:6])([CH3:5])[CH3:4]. (4) Given the product [CH3:1][N:2]1[C:6](/[CH:7]=[CH:31]/[C:32]([O:34][CH3:35])=[O:33])=[CH:5][C:4]([N+:9]([O-:11])=[O:10])=[N:3]1, predict the reactants needed to synthesize it. The reactants are: [CH3:1][N:2]1[C:6]([CH:7]=O)=[CH:5][C:4]([N+:9]([O-:11])=[O:10])=[N:3]1.C1(P(=[CH:31][C:32]([O:34][CH3:35])=[O:33])(C2C=CC=CC=2)C2C=CC=CC=2)C=CC=CC=1. (5) Given the product [Cl:17][C:4]1[CH:3]=[C:2]([C:22]2[CH:21]=[CH:20][C:19]([F:18])=[C:24]([F:25])[CH:23]=2)[C:10]2[N:9]3[CH2:11][CH2:12][NH:13][C:14](=[O:15])[C:8]3=[C:7]([CH3:16])[C:6]=2[CH:5]=1, predict the reactants needed to synthesize it. The reactants are: Br[C:2]1[C:10]2[N:9]3[CH2:11][CH2:12][NH:13][C:14](=[O:15])[C:8]3=[C:7]([CH3:16])[C:6]=2[CH:5]=[C:4]([Cl:17])[CH:3]=1.[F:18][C:19]1[CH:20]=[C:21](B(O)O)[CH:22]=[CH:23][C:24]=1[F:25]. (6) Given the product [Cl:1][C:2]1[CH:10]=[CH:9][CH:8]=[C:7]2[C:3]=1[C:4]1([CH2:35][O:34][C:26]3[CH:27]=[C:28]4[C:29](=[CH:33][C:25]1=3)[CH2:30][CH2:31][O:32]4)[C:5](=[O:24])[N:6]2[CH:11]([C:12]1[CH:17]=[CH:16][CH:15]=[CH:14][CH:13]=1)[C:18]1[CH:19]=[CH:20][CH:21]=[CH:22][CH:23]=1, predict the reactants needed to synthesize it. The reactants are: [Cl:1][C:2]1[CH:10]=[CH:9][CH:8]=[C:7]2[C:3]=1[CH:4]([C:25]1[C:26]([OH:34])=[CH:27][C:28]3[O:32][CH2:31][CH2:30][C:29]=3[CH:33]=1)[C:5](=[O:24])[N:6]2[CH:11]([C:18]1[CH:23]=[CH:22][CH:21]=[CH:20][CH:19]=1)[C:12]1[CH:17]=[CH:16][CH:15]=[CH:14][CH:13]=1.[C:35]1(C(C2C=CC=CC=2)N2C3C(=CC=CC=3)C(C3C=C(C)C(OC)=CC=3O)C2=O)C=CC=CC=1. (7) Given the product [C:66]([NH:65][CH:60]([CH2:59][O:58][C@@H:11]1[O:12][C@H:13]([CH2:34][O:35][C:36](=[O:43])[C:37]2[CH:42]=[CH:41][CH:40]=[CH:39][CH:38]=2)[C@H:14]([O:25][C:26](=[O:33])[C:27]2[CH:28]=[CH:29][CH:30]=[CH:31][CH:32]=2)[C@H:15]([O:16][C:17](=[O:24])[C:18]2[CH:19]=[CH:20][CH:21]=[CH:22][CH:23]=2)[C@H:10]1[O:9][C:1](=[O:8])[C:2]1[CH:3]=[CH:4][CH:5]=[CH:6][CH:7]=1)[C:61]([O:63][CH3:64])=[O:62])(=[O:84])[CH2:67][CH2:68][CH2:69][CH2:70][CH2:71][CH2:72][CH2:73][CH2:74][CH2:75][CH2:76][CH2:77][CH2:78][CH2:79][CH2:80][CH2:81][CH2:82][CH3:83], predict the reactants needed to synthesize it. The reactants are: [C:1]([O:9][C@@H:10]1[C@@H:15]([O:16][C:17](=[O:24])[C:18]2[CH:23]=[CH:22][CH:21]=[CH:20][CH:19]=2)[C@@H:14]([O:25][C:26](=[O:33])[C:27]2[CH:32]=[CH:31][CH:30]=[CH:29][CH:28]=2)[C@@H:13]([CH2:34][O:35][C:36](=[O:43])[C:37]2[CH:42]=[CH:41][CH:40]=[CH:39][CH:38]=2)[O:12][C@H:11]1SCCNC(=O)OCC1C=CC=CC=1)(=[O:8])[C:2]1[CH:7]=[CH:6][CH:5]=[CH:4][CH:3]=1.[OH:58][CH2:59][CH:60]([NH:65][C:66](=[O:84])[CH2:67][CH2:68][CH2:69][CH2:70][CH2:71][CH2:72][CH2:73][CH2:74][CH2:75][CH2:76][CH2:77][CH2:78][CH2:79][CH2:80][CH2:81][CH2:82][CH3:83])[C:61]([O:63][CH3:64])=[O:62].IN1C(=O)CCC1=O.FC(F)(F)S(O)(=O)=O.